This data is from Forward reaction prediction with 1.9M reactions from USPTO patents (1976-2016). The task is: Predict the product of the given reaction. (1) Given the reactants [OH:1][C:2]1[N:6]([C:7]2[CH:12]=[C:11]([C:13]#[N:14])[CH:10]=[CH:9][N:8]=2)[N:5]=[CH:4][CH:3]=1.[Cl:15][C:16]1[CH:17]=[C:18]([CH2:23]O)[CH:19]=[CH:20][C:21]=1[CH3:22], predict the reaction product. The product is: [Cl:15][C:16]1[CH:17]=[C:18]([CH2:23][O:1][C:2]2[N:6]([C:7]3[CH:12]=[C:11]([C:13]#[N:14])[CH:10]=[CH:9][N:8]=3)[N:5]=[CH:4][CH:3]=2)[CH:19]=[CH:20][C:21]=1[CH3:22]. (2) The product is: [N+:1]([C:4]1[CH:5]=[CH:6][C:7]([NH:17][C@H:14]2[CH2:15][CH2:16][C@H:11]([NH2:18])[CH2:12][CH2:13]2)=[N:8][CH:9]=1)([O-:3])=[O:2]. Given the reactants [N+:1]([C:4]1[CH:5]=[CH:6][C:7](Cl)=[N:8][CH:9]=1)([O-:3])=[O:2].[C@H:11]1([NH2:18])[CH2:16][CH2:15][C@H:14]([NH2:17])[CH2:13][CH2:12]1.O1CCCC1, predict the reaction product.